This data is from Full USPTO retrosynthesis dataset with 1.9M reactions from patents (1976-2016). The task is: Predict the reactants needed to synthesize the given product. (1) Given the product [Cl:18][C:19]1[CH:27]=[CH:26][CH:25]=[C:24]([Cl:28])[C:20]=1[C:21]1[S:22][CH:2]=[C:3]([C:5]2[C:10](=[O:11])[NH:9][C:8]([CH3:12])=[C:7]([C:13]([O:15][CH2:16][CH3:17])=[O:14])[CH:6]=2)[N:23]=1, predict the reactants needed to synthesize it. The reactants are: Br[CH2:2][C:3]([C:5]1[C:10](=[O:11])[NH:9][C:8]([CH3:12])=[C:7]([C:13]([O:15][CH2:16][CH3:17])=[O:14])[CH:6]=1)=O.[Cl:18][C:19]1[CH:27]=[CH:26][CH:25]=[C:24]([Cl:28])[C:20]=1[C:21]([NH2:23])=[S:22]. (2) Given the product [Cl:35][C:32]([Cl:33])([Cl:34])[C:31]([N:28]1[CH2:29][CH2:30][N:25]([C:16]2[CH:17]=[C:18]([S:21]([N:8]3[C:9]4[C:5](=[CH:4][CH:3]=[C:2]([F:1])[CH:10]=4)[CH:6]=[CH:7]3)(=[O:22])=[O:23])[CH:19]=[CH:20][C:15]=2[O:14][CH3:13])[CH2:26][CH2:27]1)=[O:36], predict the reactants needed to synthesize it. The reactants are: [F:1][C:2]1[CH:10]=[C:9]2[C:5]([CH:6]=[CH:7][NH:8]2)=[CH:4][CH:3]=1.[H-].[Na+].[CH3:13][O:14][C:15]1[CH:20]=[CH:19][C:18]([S:21](Cl)(=[O:23])=[O:22])=[CH:17][C:16]=1[N:25]1[CH2:30][CH2:29][N:28]([C:31](=[O:36])[C:32]([Cl:35])([Cl:34])[Cl:33])[CH2:27][CH2:26]1. (3) Given the product [N:16]1([CH2:23][CH2:24][O:25][C:26]2[CH:27]=[CH:28][C:29]([O:30][C:31]3[C:40]4[C:35](=[CH:36][C:37]([O:41][CH3:42])=[CH:38][CH:39]=4)[CH:34]=[CH:33][C:32]=3[O:6][S:3]([C:2]([F:15])([F:14])[F:1])(=[O:5])=[O:4])=[CH:44][CH:45]=2)[CH2:22][CH2:21][CH2:20][CH2:19][CH2:18][CH2:17]1, predict the reactants needed to synthesize it. The reactants are: [F:1][C:2]([F:15])([F:14])[S:3]([O:6]S(C(F)(F)F)(=O)=O)(=[O:5])=[O:4].[N:16]1([CH2:23][CH2:24][O:25][C:26]2[CH:45]=[CH:44][C:29]([O:30][C:31]3[C:40]4[C:35](=[CH:36][C:37]([O:41][CH3:42])=[CH:38][CH:39]=4)[CH:34]=[CH:33][C:32]=3O)=[CH:28][CH:27]=2)[CH2:22][CH2:21][CH2:20][CH2:19][CH2:18][CH2:17]1.C(N(CC)CC)C.C(Cl)Cl. (4) Given the product [C:4]([C:6]1[CH:11]=[CH:10][CH:9]=[CH:8][CH:7]=1)(=[O:5])[C:3]1[CH:12]=[CH:13][CH:14]=[CH:15][CH:2]=1, predict the reactants needed to synthesize it. The reactants are: O[C:2]1[CH:15]=[CH:14][CH:13]=[CH:12][C:3]=1[C:4]([C:6]1[CH:11]=[CH:10][CH:9]=[CH:8][CH:7]=1)=[O:5].OC1C=C(O)C=CC=1C(C1C=CC=CC=1)=O.OC1C=C(O)C=CC=1C(C1C=CC=CC=1O)=O.OC1C=C(O)C=CC=1C(C1C=CC(O)=CC=1O)=O.OC1C=C(OC)C=CC=1C(C1C=CC=CC=1O)=O. (5) Given the product [C:17]([O:16][C:15]([NH:14][CH2:13][CH2:12][CH2:11][CH2:10][CH2:9][CH2:8][CH2:7][CH2:6][NH:5][C:3](=[O:4])[CH2:2][O:22][C:23]1[CH:32]=[CH:31][CH:30]=[C:25]([C:26]([O:28][CH3:29])=[O:27])[C:24]=1[C:33]([O:35][CH3:36])=[O:34])=[O:21])([CH3:20])([CH3:19])[CH3:18], predict the reactants needed to synthesize it. The reactants are: Cl[CH2:2][C:3]([NH:5][CH2:6][CH2:7][CH2:8][CH2:9][CH2:10][CH2:11][CH2:12][CH2:13][NH:14][C:15](=[O:21])[O:16][C:17]([CH3:20])([CH3:19])[CH3:18])=[O:4].[OH:22][C:23]1[CH:32]=[CH:31][CH:30]=[C:25]([C:26]([O:28][CH3:29])=[O:27])[C:24]=1[C:33]([O:35][CH3:36])=[O:34].C(=O)([O-])[O-].[Cs+].[Cs+]. (6) The reactants are: [Cl:1][C:2]1[CH:3]=[C:4]([C:8]2[C:17]3[C:12](=[CH:13][CH:14]=[C:15]([C:18]([C:26]4[CH:31]=[CH:30][C:29]([Cl:32])=[CH:28][CH:27]=4)([C:20]4[N:24]([CH3:25])[CH:23]=[N:22][CH:21]=4)O)[CH:16]=3)[N:11]=[C:10]([CH3:33])[CH:9]=2)[CH:5]=[CH:6][CH:7]=1.C(O)(=O)C.[NH4+].[OH-]. Given the product [Cl:1][C:2]1[CH:3]=[C:4]([C:8]2[C:17]3[C:12](=[CH:13][CH:14]=[C:15]([CH:18]([C:26]4[CH:27]=[CH:28][C:29]([Cl:32])=[CH:30][CH:31]=4)[C:20]4[N:24]([CH3:25])[CH:23]=[N:22][CH:21]=4)[CH:16]=3)[N:11]=[C:10]([CH3:33])[CH:9]=2)[CH:5]=[CH:6][CH:7]=1, predict the reactants needed to synthesize it. (7) Given the product [ClH:1].[CH:3]1([N:7]2[CH2:13][CH2:12][CH2:11][N:10]([C:30]([C:29]3[CH:28]=[CH:27][C:26]([C:23]4[S:24][CH:25]=[C:21]([C:18]5[CH:19]=[CH:20][C:15]([F:14])=[CH:16][CH:17]=5)[N:22]=4)=[CH:34][CH:33]=3)=[O:31])[CH2:9][CH2:8]2)[CH2:6][CH2:5][CH2:4]1, predict the reactants needed to synthesize it. The reactants are: [ClH:1].Cl.[CH:3]1([N:7]2[CH2:13][CH2:12][CH2:11][NH:10][CH2:9][CH2:8]2)[CH2:6][CH2:5][CH2:4]1.[F:14][C:15]1[CH:20]=[CH:19][C:18]([C:21]2[N:22]=[C:23]([C:26]3[CH:34]=[CH:33][C:29]([C:30](O)=[O:31])=[CH:28][CH:27]=3)[S:24][CH:25]=2)=[CH:17][CH:16]=1.